Dataset: Catalyst prediction with 721,799 reactions and 888 catalyst types from USPTO. Task: Predict which catalyst facilitates the given reaction. Reactant: C(O[C:6](=O)[N:7]([CH2:9][CH2:10][CH2:11][CH2:12][N:13]1[CH2:18][CH2:17][N:16]([C:19]2[CH:24]=[C:23]([CH:25]3[CH2:28][CH2:27][CH2:26]3)[N:22]=[C:21]([C:29]([CH3:32])([CH3:31])[CH3:30])[N:20]=2)[CH2:15][CH2:14]1)C)(C)(C)C.[ClH:34]. Product: [ClH:34].[C:29]([C:21]1[N:20]=[C:19]([N:16]2[CH2:15][CH2:14][N:13]([CH2:12][CH2:11][CH2:10][CH2:9][NH:7][CH3:6])[CH2:18][CH2:17]2)[CH:24]=[C:23]([CH:25]2[CH2:28][CH2:27][CH2:26]2)[N:22]=1)([CH3:32])([CH3:30])[CH3:31]. The catalyst class is: 12.